From a dataset of Forward reaction prediction with 1.9M reactions from USPTO patents (1976-2016). Predict the product of the given reaction. (1) Given the reactants [CH3:1][CH:2]([S:4]([C:7]1[CH:12]=[CH:11][C:10]([CH:13]=[CH2:14])=[CH:9][C:8]=1[NH2:15])(=[O:6])=[O:5])[CH3:3].[Cl:16][C:17]1[N:22]=[C:21](Cl)[C:20]([Cl:24])=[CH:19][N:18]=1.C(N(C(C)C)C(C)C)C, predict the reaction product. The product is: [Cl:16][C:17]1[N:22]=[C:21]([NH:15][C:8]2[CH:9]=[C:10]([CH:13]=[CH2:14])[CH:11]=[CH:12][C:7]=2[S:4]([CH:2]([CH3:1])[CH3:3])(=[O:6])=[O:5])[C:20]([Cl:24])=[CH:19][N:18]=1. (2) Given the reactants N(C(OC(C)(C)C)=O)=NC(OC(C)(C)C)=O.[CH:17]1([OH:23])[CH2:21][CH2:20][CH:19]([OH:22])[CH2:18]1.[F:24][C:25]1[CH:26]=[CH:27][C:28]([N+:32]([O-:34])=[O:33])=[C:29](O)[CH:30]=1.C1(P(C2C=CC=CC=2)C2C=CC=CC=2)C=CC=CC=1.Cl, predict the reaction product. The product is: [F:24][C:25]1[CH:30]=[CH:29][C:28]([N+:32]([O-:34])=[O:33])=[C:27]([CH:26]=1)[O:22][CH:19]1[CH2:20][CH2:21][CH:17]([OH:23])[CH2:18]1. (3) Given the reactants [Cl:1][C:2]1[CH:10]=[C:9]2[C:5]([C:6]([CH:11]=[O:12])=[CH:7][NH:8]2)=[CH:4][C:3]=1[C:13]1[CH:23]=[CH:22][C:16]([O:17][CH2:18][C:19]([NH2:21])=[O:20])=[CH:15][CH:14]=1.CC(=CC)C.Cl([O-])=[O:30].[Na+].O.OP([O-])(O)=O.[Na+], predict the reaction product. The product is: [NH2:21][C:19](=[O:20])[CH2:18][O:17][C:16]1[CH:15]=[CH:14][C:13]([C:3]2[CH:4]=[C:5]3[C:9](=[CH:10][C:2]=2[Cl:1])[NH:8][CH:7]=[C:6]3[C:11]([OH:30])=[O:12])=[CH:23][CH:22]=1. (4) Given the reactants [CH2:1]([C@@H:5]1[NH:10][CH2:9][C@H:8]([C:11]2[CH:15]=[CH:14][S:13][CH:12]=2)[NH:7][C:6]1=[O:16])[CH:2]([CH3:4])[CH3:3].[F:17][C:18]1[CH:23]=[CH:22][C:21]([C@@H:24]2[CH2:26][C@H:25]2[C:27](O)=[O:28])=[CH:20][CH:19]=1.C([C@@H]1N(C(=O)/C=C/C2C=CC=CC=2)C[C@H](CC(C)C)NC1=O)C(C)C, predict the reaction product. The product is: [F:17][C:18]1[CH:19]=[CH:20][C:21]([C@@H:24]2[CH2:26][C@H:25]2[C:27]([N:10]2[CH2:9][C@H:8]([C:11]3[CH:15]=[CH:14][S:13][CH:12]=3)[NH:7][C:6](=[O:16])[C@@H:5]2[CH2:1][CH:2]([CH3:4])[CH3:3])=[O:28])=[CH:22][CH:23]=1. (5) Given the reactants [CH2:1]([C:5]1[O:6][C:7]2[CH:34]=[CH:33][CH:32]=[CH:31][C:8]=2[C:9]=1[C:10]([C:12]1[CH:13]=[C:14]([C:25]2[CH:30]=[CH:29][CH:28]=[CH:27][CH:26]=2)[C:15]([OH:24])=[C:16]([C:18]2[CH:23]=[CH:22][CH:21]=[CH:20][CH:19]=2)[CH:17]=1)=[O:11])[CH2:2][CH2:3][CH3:4].Cl[S:36]([C:39]1[CH:47]=[CH:46][C:42]([C:43]([OH:45])=[O:44])=[C:41]([OH:48])[CH:40]=1)(=[O:38])=[O:37], predict the reaction product. The product is: [CH2:1]([C:5]1[O:6][C:7]2[CH:34]=[CH:33][CH:32]=[CH:31][C:8]=2[C:9]=1[C:10]([C:12]1[CH:17]=[C:16]([C:18]2[CH:23]=[CH:22][CH:21]=[CH:20][CH:19]=2)[C:15]([O:24][S:36]([C:39]2[CH:47]=[CH:46][C:42]([C:43]([OH:45])=[O:44])=[C:41]([OH:48])[CH:40]=2)(=[O:38])=[O:37])=[C:14]([C:25]2[CH:30]=[CH:29][CH:28]=[CH:27][CH:26]=2)[CH:13]=1)=[O:11])[CH2:2][CH2:3][CH3:4].